From a dataset of Catalyst prediction with 721,799 reactions and 888 catalyst types from USPTO. Predict which catalyst facilitates the given reaction. (1) Reactant: [CH2:1]([N:8]1[CH2:13][CH2:12][CH:11]([N:14]2[CH2:18][CH2:17][N:16]([CH2:19][CH2:20][CH2:21]Br)[C:15]2=[C:23]([C:26]#[N:27])[C:24]#[N:25])[CH2:10][CH2:9]1)[C:2]1[CH:7]=[CH:6][CH:5]=[CH:4][CH:3]=1.O1CCOCC1.[NH:34]1[CH2:39][CH2:38][O:37][CH2:36][CH2:35]1. Product: [CH2:1]([N:8]1[CH2:13][CH2:12][CH:11]([N:14]2[CH2:18][CH2:17][N:16]([CH2:19][CH2:20][CH2:21][N:34]3[CH2:39][CH2:38][O:37][CH2:36][CH2:35]3)[C:15]2=[C:23]([C:26]#[N:27])[C:24]#[N:25])[CH2:10][CH2:9]1)[C:2]1[CH:7]=[CH:6][CH:5]=[CH:4][CH:3]=1. The catalyst class is: 6. (2) Reactant: [CH3:1][O:2][C:3]1[CH:4]=[C:5]([C:12]2[O:13][CH:14]=[C:15]([C:17]([O:19][CH3:20])=[O:18])[N:16]=2)[CH:6]=[CH:7][C:8]=1[N+:9]([O-])=O. Product: [NH2:9][C:8]1[CH:7]=[CH:6][C:5]([C:12]2[O:13][CH:14]=[C:15]([C:17]([O:19][CH3:20])=[O:18])[N:16]=2)=[CH:4][C:3]=1[O:2][CH3:1]. The catalyst class is: 63. (3) Reactant: C1N=CN(C(N2C=NC=C2)=O)C=1.[CH2:13]([O:17][CH2:18][C:19]([OH:21])=O)[CH2:14][CH2:15][CH3:16].[N:22]1([CH2:27][C:28]2[CH:33]=[CH:32][C:31]([C:34]3[CH:38]=[C:37]([CH2:39][CH:40]([CH3:42])[CH3:41])[S:36][C:35]=3[S:43]([NH2:46])(=[O:45])=[O:44])=[CH:30][CH:29]=2)[CH:26]=[CH:25][N:24]=[CH:23]1.C1CCN2C(=NCCC2)CC1. Product: [CH2:13]([O:17][CH2:18][C:19]([NH:46][S:43]([C:35]1[S:36][C:37]([CH2:39][CH:40]([CH3:42])[CH3:41])=[CH:38][C:34]=1[C:31]1[CH:30]=[CH:29][C:28]([CH2:27][N:22]2[CH:26]=[CH:25][N:24]=[CH:23]2)=[CH:33][CH:32]=1)(=[O:44])=[O:45])=[O:21])[CH2:14][CH2:15][CH3:16]. The catalyst class is: 36. (4) Reactant: [NH2:1][C:2]1[S:6][C:5]2[CH:7]=[CH:8][CH:9]=[CH:10][C:4]=2[C:3]=1[C:11]#[N:12].F[C:14]1[CH:19]=[CH:18][C:17]([C:20]([F:23])([F:22])[F:21])=[CH:16][C:15]=1[N+:24]([O-:26])=[O:25].[OH-].[Li+].O. Product: [N+:24]([C:15]1[CH:16]=[C:17]([C:20]([F:21])([F:22])[F:23])[CH:18]=[CH:19][C:14]=1[NH:1][C:2]1[S:6][C:5]2[CH:7]=[CH:8][CH:9]=[CH:10][C:4]=2[C:3]=1[C:11]#[N:12])([O-:26])=[O:25]. The catalyst class is: 633. (5) Reactant: [C:1]([C:4]1[C:5]([C:27]2[CH:32]=[CH:31][C:30]([F:33])=[C:29]([Cl:34])[CH:28]=2)=[N:6][N:7]2[CH2:12][CH2:11][N:10]([C:13]([NH:15][CH:16]3[CH2:19][N:18](C(OC(C)(C)C)=O)[CH2:17]3)=[O:14])[CH2:9][C:8]=12)(=[O:3])[NH2:2].Cl.O1CCOCC1. Product: [NH:18]1[CH2:17][CH:16]([NH:15][C:13]([N:10]2[CH2:11][CH2:12][N:7]3[N:6]=[C:5]([C:27]4[CH:32]=[CH:31][C:30]([F:33])=[C:29]([Cl:34])[CH:28]=4)[C:4]([C:1]([NH2:2])=[O:3])=[C:8]3[CH2:9]2)=[O:14])[CH2:19]1. The catalyst class is: 5. (6) Reactant: [NH2:1][C:2]1[CH:15]=[CH:14][C:5]([C:6]([C:8]2[CH:13]=[CH:12][CH:11]=[CH:10][CH:9]=2)=[O:7])=[CH:4][CH:3]=1.[CH2:16]([C:19]1[CH:27]=[CH:26][C:22]([C:23](Cl)=[O:24])=[CH:21][CH:20]=1)[CH2:17][CH3:18].C(N(CC)CC)C. Product: [C:6]([C:5]1[CH:4]=[CH:3][C:2]([NH:1][C:23](=[O:24])[C:22]2[CH:26]=[CH:27][C:19]([CH2:16][CH2:17][CH3:18])=[CH:20][CH:21]=2)=[CH:15][CH:14]=1)(=[O:7])[C:8]1[CH:13]=[CH:12][CH:11]=[CH:10][CH:9]=1. The catalyst class is: 1. (7) Product: [F:37][C:17]([F:16])([F:36])[C:18]([C:20]1[CH:21]=[C:22]2[C:26](=[CH:27][CH:28]=1)[N:25]([C:29]1[CH:34]=[CH:33][C:32]([F:35])=[CH:31][CH:30]=1)[N:24]=[CH:23]2)([C:2]1[CH:7]=[N:6][C:5]([O:8][CH3:9])=[C:4]([CH3:10])[CH:3]=1)[OH:19]. The catalyst class is: 116. Reactant: Br[C:2]1[CH:3]=[C:4]([CH3:10])[C:5]([O:8][CH3:9])=[N:6][CH:7]=1.C([Li])CCC.[F:16][C:17]([F:37])([F:36])[C:18]([C:20]1[CH:21]=[C:22]2[C:26](=[CH:27][CH:28]=1)[N:25]([C:29]1[CH:34]=[CH:33][C:32]([F:35])=[CH:31][CH:30]=1)[N:24]=[CH:23]2)=[O:19]. (8) Reactant: [Cl:1][C:2]1[S:6][C:5]([C:7]([OH:9])=O)=[CH:4][CH:3]=1.[Cl:10]CCl.S(Cl)(Cl)=O. Product: [Cl:1][C:2]1[S:6][C:5]([C:7]([Cl:10])=[O:9])=[CH:4][CH:3]=1. The catalyst class is: 3. (9) Reactant: [NH2:1][C:2]1[C:3]2[C:28]([NH2:30])([CH3:29])[C:27](=[O:31])[NH:26][C:4]=2[N:5]=[C:6]([C:8]2[C:16]3[C:11](=[N:12][CH:13]=[CH:14][CH:15]=3)[N:10]([CH2:17][CH2:18][C:19]([F:25])([F:24])[C:20]([F:23])([F:22])[F:21])[N:9]=2)[N:7]=1.[CH:32]1([CH:35]=O)[CH2:34][CH2:33]1.C(O[BH-](OC(=O)C)OC(=O)C)(=O)C.[Na+]. Product: [NH2:1][C:2]1[C:3]2[C:28]([NH:30][CH2:35][CH:32]3[CH2:34][CH2:33]3)([CH3:29])[C:27](=[O:31])[NH:26][C:4]=2[N:5]=[C:6]([C:8]2[C:16]3[C:11](=[N:12][CH:13]=[CH:14][CH:15]=3)[N:10]([CH2:17][CH2:18][C:19]([F:25])([F:24])[C:20]([F:22])([F:21])[F:23])[N:9]=2)[N:7]=1. The catalyst class is: 100. (10) Reactant: [CH3:1][O:2][C:3]1[CH:4]=[C:5]2[C:10](=[CH:11][C:12]=1[O:13][CH2:14][CH2:15][O:16][CH2:17][CH2:18][O:19][CH3:20])[N:9]=[CH:8][NH:7][C:6]2=O.S(Cl)([Cl:24])=O. Product: [Cl:24][C:6]1[C:5]2[C:10](=[CH:11][C:12]([O:13][CH2:14][CH2:15][O:16][CH2:17][CH2:18][O:19][CH3:20])=[C:3]([O:2][CH3:1])[CH:4]=2)[N:9]=[CH:8][N:7]=1. The catalyst class is: 3.